Dataset: Reaction yield outcomes from USPTO patents with 853,638 reactions. Task: Predict the reaction yield, written as a fraction of the theoretical maximum amount of product (1.0 means a 100% yield; for example, 0.34 means a 34% yield). (1) The reactants are CCN(C(C)C)C(C)C.[F:10][C:11]1[CH:16]=[CH:15][C:14]([CH2:17][C:18]([NH:21][C:22]2[C:23]3[CH2:38][N:37]([CH:39]([CH3:41])[CH3:40])[C:36](=[O:42])[C:24]=3[N:25]=[C:26]([N:28]3[CH2:33][CH2:32][NH:31][CH:30]([CH2:34][OH:35])[CH2:29]3)[N:27]=2)([CH3:20])[CH3:19])=[CH:13][CH:12]=1.[C:43](Cl)(Cl)=[O:44].C1(C)C=CC=CC=1. The catalyst is C(Cl)Cl. The product is [F:10][C:11]1[CH:16]=[CH:15][C:14]([CH2:17][C:18]([NH:21][C:22]2[C:23]3[CH2:38][N:37]([CH:39]([CH3:40])[CH3:41])[C:36](=[O:42])[C:24]=3[N:25]=[C:26]([N:28]3[CH2:33][CH2:32][N:31]4[C:43](=[O:44])[O:35][CH2:34][C@H:30]4[CH2:29]3)[N:27]=2)([CH3:20])[CH3:19])=[CH:13][CH:12]=1. The yield is 0.440. (2) The reactants are [CH3:16][C:11]1([CH3:17])[C:12]([CH3:15])([CH3:14])[O:13][B:9]([B:9]2[O:13][C:12]([CH3:15])([CH3:14])[C:11]([CH3:17])([CH3:16])[O:10]2)[O:10]1.[Cl:19][C:20]1[CH:25]=[CH:24][CH:23]=[C:22]([Cl:26])[C:21]=1[O:27][CH2:28][C:29]([F:32])([F:31])[F:30].CC(=O)OCC. The product is [Cl:19][C:20]1[CH:25]=[C:24]([B:9]2[O:10][C:11]([CH3:16])([CH3:17])[C:12]([CH3:14])([CH3:15])[O:13]2)[CH:23]=[C:22]([Cl:26])[C:21]=1[O:27][CH2:28][C:29]([F:30])([F:31])[F:32]. The yield is 0.392. The catalyst is CCCCCCC.C(C1C=CC=C(C(C)C)C=1N=CC1C=CC=CN=1)(C)C. (3) The reactants are [NH2:1][C@H:2]([C:14]([O:16][CH2:17][C:18]1[CH:23]=[CH:22][CH:21]=[CH:20][CH:19]=1)=[O:15])[CH2:3][C:4](OCC1C=CC=CC=1)=[O:5].CCN(CC)CC.C[Si](Cl)(C)C.C([Mg]Cl)(C)(C)C. The catalyst is CCOCC. The product is [O:5]=[C:4]1[NH:1][C@H:2]([C:14]([O:16][CH2:17][C:18]2[CH:23]=[CH:22][CH:21]=[CH:20][CH:19]=2)=[O:15])[CH2:3]1. The yield is 0.470. (4) The reactants are [C:1]([O:5][C:6]([N:8]1[CH2:12][CH2:11][CH:10]([OH:13])[CH2:9]1)=[O:7])([CH3:4])([CH3:3])[CH3:2].[H-].[Na+].Cl[C:17]1[N:22]=[CH:21][N:20]=[C:19]2[N:23]([C:26]3[CH:31]=[CH:30][C:29]([S:32]([CH3:35])(=[O:34])=[O:33])=[CH:28][C:27]=3[F:36])[N:24]=[CH:25][C:18]=12. The catalyst is C1COCC1. The product is [C:1]([O:5][C:6]([N:8]1[CH2:12][CH2:11][CH:10]([O:13][C:17]2[N:22]=[CH:21][N:20]=[C:19]3[N:23]([C:26]4[CH:31]=[CH:30][C:29]([S:32]([CH3:35])(=[O:34])=[O:33])=[CH:28][C:27]=4[F:36])[N:24]=[CH:25][C:18]=23)[CH2:9]1)=[O:7])([CH3:4])([CH3:2])[CH3:3]. The yield is 0.450. (5) The product is [Br:10][C:11]1[CH:16]=[CH:15][C:14]([CH:17]([C:2]2[CH:3]=[CH:4][CH:5]=[CH:6][C:1]=2[CH3:9])[CH2:18][C:19]([C:21]2[CH:26]=[CH:25][N:24]=[N:23][CH:22]=2)=[O:20])=[CH:13][CH:12]=1. The reactants are [C:1]1([CH3:9])[CH:6]=[CH:5][CH:4]=[CH:3][C:2]=1[Mg]Br.[Br:10][C:11]1[CH:16]=[CH:15][C:14](/[CH:17]=[CH:18]/[C:19]([C:21]2[CH:26]=[CH:25][N:24]=[N:23][CH:22]=2)=[O:20])=[CH:13][CH:12]=1. The catalyst is O1CCCC1.[Cu]I. The yield is 0.640. (6) The reactants are [CH:1]1([C:6]([F:11])([F:10])[C:7]([OH:9])=O)[CH2:5][CH2:4][CH2:3][CH2:2]1.P(Cl)(Cl)(Cl)=O.Cl.[NH2:18][CH2:19][C:20]1[CH:21]=[C:22]2[C:26](=[CH:27][CH:28]=1)[C:25](=[O:29])[N:24]([CH:30]1[CH2:35][CH2:34][C:33](=[O:36])[NH:32][C:31]1=[O:37])[CH2:23]2.C(=O)(O)[O-].[Na+]. The catalyst is N1C=CC=CC=1. The product is [CH:1]1([C:6]([F:11])([F:10])[C:7]([NH:18][CH2:19][C:20]2[CH:21]=[C:22]3[C:26](=[CH:27][CH:28]=2)[C:25](=[O:29])[N:24]([CH:30]2[CH2:35][CH2:34][C:33](=[O:36])[NH:32][C:31]2=[O:37])[CH2:23]3)=[O:9])[CH2:2][CH2:3][CH2:4][CH2:5]1. The yield is 0.120.